From a dataset of Catalyst prediction with 721,799 reactions and 888 catalyst types from USPTO. Predict which catalyst facilitates the given reaction. (1) Reactant: [NH2:1][C:2]1[C:7]([F:8])=[C:6]([C:9]2[CH:14]=[CH:13][C:12]([C:15]([F:18])([F:17])[F:16])=[C:11]([F:19])[CH:10]=2)[N:5]=[C:4]([C:20]([O:22][CH3:23])=[O:21])[CH:3]=1.[I:24](O)(=O)(=O)=O.II. Product: [NH2:1][C:2]1[C:7]([F:8])=[C:6]([C:9]2[CH:14]=[CH:13][C:12]([C:15]([F:18])([F:17])[F:16])=[C:11]([F:19])[CH:10]=2)[N:5]=[C:4]([C:20]([O:22][CH3:23])=[O:21])[C:3]=1[I:24]. The catalyst class is: 5. (2) Reactant: [Br:1][C:2]1[CH:3]=[N:4][CH:5]=[C:6]([CH:10]=1)[C:7](O)=[O:8].C(N(CC)CC)C.C(OC(Cl)=O)C.[BH4-].[Na+]. Product: [Br:1][C:2]1[CH:10]=[C:6]([CH2:7][OH:8])[CH:5]=[N:4][CH:3]=1. The catalyst class is: 20. (3) Reactant: C(=O)([O-])O.[Na+].ClCCl.[NH2:9][C:10]1[CH:15]=[CH:14][C:13]([C:16]#[C:17][C:18]#[N:19])=[CH:12][CH:11]=1.[C:20](Cl)(Cl)=[S:21]. Product: [N:9]([C:10]1[CH:11]=[CH:12][C:13]([C:16]#[C:17][C:18]#[N:19])=[CH:14][CH:15]=1)=[C:20]=[S:21]. The catalyst class is: 6. (4) Reactant: [Cl:1][C:2]1[CH:7]=[CH:6][C:5]([C@H:8]2[CH2:13][CH2:12][C@H:11]([CH:14]=[O:15])[CH2:10][CH2:9]2)=[CH:4][CH:3]=1.ClC1C=CC([C@H]2CC[C@H](C(O)=O)CC2)=CC=1.CO.[S:34](S([O-])=O)([O-:37])(=[O:36])=[O:35].[Na+].[Na+]. Product: [S:34](=[O:35])([OH:37])[OH:36].[Cl:1][C:2]1[CH:3]=[CH:4][C:5]([C@H:8]2[CH2:9][CH2:10][C@H:11]([CH:14]=[O:15])[CH2:12][CH2:13]2)=[CH:6][CH:7]=1. The catalyst class is: 161. (5) Reactant: CC(C)([O-])C.[K+].[C:7]([CH2:9]P(=O)(OCC)OCC)#[N:8].[CH:18](=O)[CH2:19][CH2:20][CH2:21][CH2:22][CH3:23]. Product: [C:7](#[N:8])[CH:9]=[CH:18][CH2:19][CH2:20][CH2:21][CH2:22][CH3:23]. The catalyst class is: 7. (6) Reactant: [NH2:1][C:2]1[CH:22]=[CH:21][C:5]([O:6][C:7]2[CH:12]=[CH:11][C:10]([O:13][C:14]3[CH:19]=[CH:18][C:17]([NH2:20])=[CH:16][CH:15]=3)=[CH:9][CH:8]=2)=[CH:4][CH:3]=1.[S:23](O[S:23]([C:26]([F:29])([F:28])[F:27])(=[O:25])=[O:24])([C:26]([F:29])([F:28])[F:27])(=[O:25])=[O:24].C(=O)(O)[O-].[Na+]. Product: [F:27][C:26]([F:29])([F:28])[S:23]([NH:20][C:17]1[CH:18]=[CH:19][C:14]([O:13][C:10]2[CH:9]=[CH:8][C:7]([O:6][C:5]3[CH:21]=[CH:22][C:2]([NH:1][S:23]([C:26]([F:27])([F:28])[F:29])(=[O:24])=[O:25])=[CH:3][CH:4]=3)=[CH:12][CH:11]=2)=[CH:15][CH:16]=1)(=[O:25])=[O:24]. The catalyst class is: 2.